This data is from Full USPTO retrosynthesis dataset with 1.9M reactions from patents (1976-2016). The task is: Predict the reactants needed to synthesize the given product. The reactants are: [C:1]([O:5][CH2:6][CH2:7][CH2:8][CH2:9][CH2:10][CH2:11][CH2:12][CH2:13][CH2:14][CH2:15][CH2:16][CH2:17][CH2:18][CH2:19][CH2:20][CH2:21][CH2:22][CH2:23][CH2:24][CH2:25][CH2:26][CH3:27])(=[O:4])[CH:2]=[CH2:3].[C:28]([O:36][CH:37]=[CH2:38])(=[O:35])[C:29]1[CH:34]=[CH:33][CH:32]=[CH:31][CH:30]=1. Given the product [C:1]([O:5][CH2:6][CH2:7][CH2:8][CH2:9][CH2:10][CH2:11][CH2:12][CH2:13][CH2:14][CH2:15][CH2:16][CH2:17][CH2:18][CH2:19][CH2:20][CH2:21][CH2:22][CH2:23][CH2:24][CH2:25][CH2:26][CH3:27])(=[O:4])[CH:2]=[CH2:3].[C:1]([O:5][CH2:6][CH2:7][CH2:8][CH2:9][CH2:10][CH2:11][CH2:12][CH3:13])(=[O:4])[C:2]([CH3:3])=[CH2:28].[C:28]([O:36][CH:37]=[CH2:38])(=[O:35])[C:29]1[CH:34]=[CH:33][CH:32]=[CH:31][CH:30]=1, predict the reactants needed to synthesize it.